From a dataset of NCI-60 drug combinations with 297,098 pairs across 59 cell lines. Regression. Given two drug SMILES strings and cell line genomic features, predict the synergy score measuring deviation from expected non-interaction effect. Drug 1: C1CN1P(=S)(N2CC2)N3CC3. Drug 2: COCCOC1=C(C=C2C(=C1)C(=NC=N2)NC3=CC=CC(=C3)C#C)OCCOC.Cl. Cell line: UACC-257. Synergy scores: CSS=1.60, Synergy_ZIP=-1.25, Synergy_Bliss=-0.850, Synergy_Loewe=-1.10, Synergy_HSA=-0.571.